From a dataset of Reaction yield outcomes from USPTO patents with 853,638 reactions. Predict the reaction yield, written as a fraction of the theoretical maximum amount of product (1.0 means a 100% yield; for example, 0.34 means a 34% yield). (1) The reactants are [NH2:1][C:2]1[CH:3]=[C:4]([C:8]2[C:16]3[C:11](=[CH:12][CH:13]=[C:14]([C:17]([NH2:19])=[O:18])[CH:15]=3)[N:10](C3CCCCO3)[N:9]=2)[CH:5]=[CH:6][CH:7]=1.[CH3:26][N:27]([CH3:38])[C:28]1[CH:33]=[CH:32][C:31]([CH2:34][C:35](O)=[O:36])=[CH:30][CH:29]=1.CCN=C=NCCCN(C)C. No catalyst specified. The product is [CH3:38][N:27]([CH3:26])[C:28]1[CH:33]=[CH:32][C:31]([CH2:34][C:35]([NH:1][C:2]2[CH:3]=[C:4]([C:8]3[C:16]4[C:11](=[CH:12][CH:13]=[C:14]([C:17]([NH2:19])=[O:18])[CH:15]=4)[NH:10][N:9]=3)[CH:5]=[CH:6][CH:7]=2)=[O:36])=[CH:30][CH:29]=1. The yield is 0.130. (2) The reactants are C(OC([NH:8][C@@H:9]([CH2:14][C:15]1[CH:16]=[C:17]2[C:22](=[CH:23][CH:24]=1)[NH:21][CH2:20][CH2:19][CH2:18]2)[C:10]([O:12][CH3:13])=[O:11])=O)(C)(C)C.FC(F)(F)C(O)=O. The catalyst is ClCCl. The product is [NH2:8][C@@H:9]([CH2:14][C:15]1[CH:16]=[C:17]2[C:22](=[CH:23][CH:24]=1)[NH:21][CH2:20][CH2:19][CH2:18]2)[C:10]([O:12][CH3:13])=[O:11]. The yield is 0.850. (3) The reactants are [CH3:1][CH2:2][CH2:3][CH2:4][CH2:5][CH2:6][CH2:7][CH2:8][CH2:9][CH2:10][CH2:11][CH2:12][O:13][C:14]([CH:16]([N:18]([CH3:20])[CH3:19])[CH3:17])=[O:15].[C:21]1([S:35]([OH:38])(=[O:37])=[O:36])[C:30]2[CH:29]=[CH:28][CH:27]=[C:26]([S:31]([OH:34])(=[O:33])=[O:32])[C:25]=2[CH:24]=[CH:23][CH:22]=1. The catalyst is CO. The product is [C:21]1([S:35]([OH:38])(=[O:37])=[O:36])[C:30]2[CH:29]=[CH:28][CH:27]=[C:26]([S:31]([OH:34])(=[O:33])=[O:32])[C:25]=2[CH:24]=[CH:23][CH:22]=1.[CH3:19][N:18]([CH3:20])[CH:16]([CH3:17])[C:14]([O:13][CH2:12][CH2:11][CH2:10][CH2:9][CH2:8][CH2:7][CH2:6][CH2:5][CH2:4][CH2:3][CH2:2][CH3:1])=[O:15]. The yield is 0.923. (4) The reactants are [CH:1]1([C:4]2[CH:11]=[CH:10][C:9]([CH:12]=[O:13])=[CH:8][C:5]=2[C:6]#[N:7])[CH2:3][CH2:2]1.[BH4-].[Na+]. The catalyst is CO. The product is [CH:1]1([C:4]2[CH:11]=[CH:10][C:9]([CH2:12][OH:13])=[CH:8][C:5]=2[C:6]#[N:7])[CH2:2][CH2:3]1. The yield is 0.870. (5) The product is [Cl:9][C:8]1[N:1]=[C:2]([Cl:3])[N:4]=[C:5]([N:10]2[CH2:15][CH2:14][O:13][CH2:12][CH2:11]2)[N:7]=1. The reactants are [N:1]1[C:8]([Cl:9])=[N:7][C:5](Cl)=[N:4][C:2]=1[Cl:3].[NH:10]1[CH2:15][CH2:14][O:13][CH2:12][CH2:11]1. No catalyst specified. The yield is 0.280. (6) The reactants are Cl.[CH2:2]([N:9]1[C:13]([C:14]([F:17])([F:16])[F:15])=[C:12]([CH3:18])[C:11]([C:19]2[CH:24]=[CH:23][C:22]([Cl:25])=[CH:21][CH:20]=2)=[C:10]1[C:26]([N:28]([CH2:30][CH2:31][NH:32]C(=O)OC(C)(C)C)[CH3:29])=[O:27])[C:3]1[CH:8]=[CH:7][CH:6]=[CH:5][CH:4]=1. The catalyst is O1CCOCC1. The product is [ClH:25].[NH2:32][CH2:31][CH2:30][N:28]([CH3:29])[C:26]([C:10]1[N:9]([CH2:2][C:3]2[CH:4]=[CH:5][CH:6]=[CH:7][CH:8]=2)[C:13]([C:14]([F:16])([F:17])[F:15])=[C:12]([CH3:18])[C:11]=1[C:19]1[CH:20]=[CH:21][C:22]([Cl:25])=[CH:23][CH:24]=1)=[O:27]. The yield is 0.770.